The task is: Predict which catalyst facilitates the given reaction.. This data is from Catalyst prediction with 721,799 reactions and 888 catalyst types from USPTO. Reactant: [C:1]1([S:7]([NH:10][C:11]2[CH:12]=[C:13]([C@@H:17]([OH:39])[CH2:18][NH:19][C:20]([CH3:38])([CH3:37])[CH2:21][CH2:22][N:23]3[C:27]4[CH:28]=[C:29]([C:32]([O:34]CC)=[O:33])[CH:30]=[CH:31][C:26]=4[N:25]=[CH:24]3)[CH:14]=[CH:15][CH:16]=2)(=[O:9])=[O:8])[CH:6]=[CH:5][CH:4]=[CH:3][CH:2]=1.[OH-].[Li+].[F:42][C:43]([F:48])([F:47])[C:44]([OH:46])=[O:45]. Product: [F:42][C:43]([F:48])([F:47])[C:44]([OH:46])=[O:45].[C:1]1([S:7]([NH:10][C:11]2[CH:12]=[C:13]([C@@H:17]([OH:39])[CH2:18][NH:19][C:20]([CH3:37])([CH3:38])[CH2:21][CH2:22][N:23]3[C:27]4[CH:28]=[C:29]([C:32]([OH:34])=[O:33])[CH:30]=[CH:31][C:26]=4[N:25]=[CH:24]3)[CH:14]=[CH:15][CH:16]=2)(=[O:9])=[O:8])[CH:6]=[CH:5][CH:4]=[CH:3][CH:2]=1. The catalyst class is: 8.